From a dataset of Peptide-MHC class II binding affinity with 134,281 pairs from IEDB. Regression. Given a peptide amino acid sequence and an MHC pseudo amino acid sequence, predict their binding affinity value. This is MHC class II binding data. (1) The peptide sequence is TLEALDYKECEWPLT. The MHC is HLA-DQA10201-DQB10402 with pseudo-sequence HLA-DQA10201-DQB10402. The binding affinity (normalized) is 0.161. (2) The peptide sequence is YTGRLSQAQLMPSPP. The MHC is HLA-DQA10401-DQB10402 with pseudo-sequence HLA-DQA10401-DQB10402. The binding affinity (normalized) is 0.264.